From a dataset of Reaction yield outcomes from USPTO patents with 853,638 reactions. Predict the reaction yield, written as a fraction of the theoretical maximum amount of product (1.0 means a 100% yield; for example, 0.34 means a 34% yield). (1) The reactants are Br[C:2]1[C:7]2[S:8][CH:9]=[CH:10][C:6]=2[CH:5]=[CH:4][CH:3]=1.[CH3:11][C:12]1[C:17](B(O)O)=[CH:16][N:15]=[CH:14][N:13]=1.O1CCOCC1.[O-]P([O-])([O-])=O.[K+].[K+].[K+]. The catalyst is C(Cl)Cl.C1C=CC(P(C2C=CC=CC=2)[C-]2C=CC=C2)=CC=1.C1C=CC(P(C2C=CC=CC=2)[C-]2C=CC=C2)=CC=1.Cl[Pd]Cl.[Fe+2].C(Cl)Cl.O. The product is [S:8]1[CH:9]=[CH:10][C:6]2[CH:5]=[CH:4][CH:3]=[C:2]([C:17]3[C:12]([CH3:11])=[N:13][CH:14]=[N:15][CH:16]=3)[C:7]1=2. The yield is 0.300. (2) The reactants are [Cl:1][C:2]1[CH:7]=[CH:6][CH:5]=[CH:4][C:3]=1[C:8]1[NH:9][CH:10]=[C:11]([C:13]([F:16])([F:15])[F:14])[N:12]=1.[Br:17][C:18]1[CH:23]=[CH:22][C:21](B(O)O)=[CH:20][CH:19]=1.CN(CCN(C)C)C. The catalyst is ClCCl. The product is [Br:17][C:18]1[CH:23]=[CH:22][C:21]([N:9]2[CH:10]=[C:11]([C:13]([F:16])([F:14])[F:15])[N:12]=[C:8]2[C:3]2[CH:4]=[CH:5][CH:6]=[CH:7][C:2]=2[Cl:1])=[CH:20][CH:19]=1. The yield is 0.250. (3) The reactants are [CH:1]([NH:4][S:5]([C:8]1[CH:9]=[C:10]2[C:15](=[CH:16][CH:17]=1)[NH:14][CH:13]([C:18]1[CH:23]=[CH:22][CH:21]=[C:20](Br)[CH:19]=1)[CH2:12][C:11]2([CH3:26])[CH3:25])(=[O:7])=[O:6])([CH3:3])[CH3:2].Cl.CN(C)CC(O)=O.C(=O)([O-])[O-].[K+].[K+].[NH:41]1[CH2:46][CH2:45][O:44][CH2:43][CH2:42]1. The catalyst is CS(C)=O.[Cu]I. The product is [CH:1]([NH:4][S:5]([C:8]1[CH:9]=[C:10]2[C:15](=[CH:16][CH:17]=1)[NH:14][CH:13]([C:18]1[CH:23]=[CH:22][CH:21]=[C:20]([N:41]3[CH2:46][CH2:45][O:44][CH2:43][CH2:42]3)[CH:19]=1)[CH2:12][C:11]2([CH3:26])[CH3:25])(=[O:7])=[O:6])([CH3:3])[CH3:2]. The yield is 0.400. (4) The product is [CH3:10][CH:11]1[NH:12][CH:13]([CH3:17])[CH2:14][N:15]([C:2]2[CH:9]=[CH:8][CH:7]=[CH:6][C:3]=2[CH:4]=[O:5])[CH2:16]1. The reactants are F[C:2]1[CH:9]=[CH:8][CH:7]=[CH:6][C:3]=1[CH:4]=[O:5].[CH3:10][CH:11]1[CH2:16][NH:15][CH2:14][CH:13]([CH3:17])[NH:12]1. No catalyst specified. The yield is 0.360. (5) The reactants are [Si:1]([O:8][C@@H:9](/[CH:13]=[CH:14]/[C:15]1[CH:20]=[CH:19][CH:18]=[CH:17][CH:16]=1)[C@@H:10]([OH:12])[CH3:11])([C:4]([CH3:7])([CH3:6])[CH3:5])([CH3:3])[CH3:2].[Si:21]([O:28][C@@H:29]([CH3:40])[C@@H:30]([OH:39])/[CH:31]=[CH:32]/[C:33]1[CH:38]=[CH:37][CH:36]=[CH:35][CH:34]=1)([C:24]([CH3:27])([CH3:26])[CH3:25])([CH3:23])[CH3:22]. The catalyst is C(O)C.[Pd]. The product is [Si:21]([O:28][C@@H:29]([CH3:40])[C@@H:30]([OH:39])[CH2:31][CH2:32][C:33]1[CH:34]=[CH:35][CH:36]=[CH:37][CH:38]=1)([C:24]([CH3:27])([CH3:26])[CH3:25])([CH3:23])[CH3:22].[Si:1]([O:8][C@@H:9]([CH2:13][CH2:14][C:15]1[CH:16]=[CH:17][CH:18]=[CH:19][CH:20]=1)[C@@H:10]([OH:12])[CH3:11])([C:4]([CH3:7])([CH3:5])[CH3:6])([CH3:3])[CH3:2]. The yield is 0.870. (6) The reactants are Br[C:2]1[CH:3]=[C:4]([CH:29]=[CH:30][CH:31]=1)[C:5]([NH:7][CH:8]([C:10]1[N:15]=[N:14][C:13]([NH:16][C:17]2[CH:22]=[C:21]([O:23][CH3:24])[C:20]([O:25][CH3:26])=[C:19]([O:27][CH3:28])[CH:18]=2)=[N:12][CH:11]=1)[CH3:9])=[O:6].NC(C1N=NC(NC2C=C(OC)C(OC)=C(OC)C=2)=NC=1)C.[O:54]1C2C=CC(C(O)=O)=CC=2[O:56][CH2:55]1.C(N(C(C)C)CC)(C)C.F[P-](F)(F)(F)(F)F.N1(OC(N(C)C)=[N+](C)C)C2N=CC=CC=2N=N1. The catalyst is CN(C)C=O. The product is [CH3:28][O:27][C:19]1[CH:18]=[C:17]([NH:16][C:13]2[N:14]=[N:15][C:10]([CH:8]([NH:7][C:5]([C:4]3[CH:29]=[CH:30][C:31]4[O:54][CH2:55][O:56][C:2]=4[CH:3]=3)=[O:6])[CH3:9])=[CH:11][N:12]=2)[CH:22]=[C:21]([O:23][CH3:24])[C:20]=1[O:25][CH3:26]. The yield is 1.00. (7) The reactants are [Cl:1][C:2]1[C:7]([N:8]2[CH2:13][CH2:12][CH:11]([C:14]3[C:19]([O:20][CH3:21])=[CH:18][CH:17]=[CH:16][C:15]=3[F:22])[CH2:10][CH2:9]2)=[CH:6][N:5]=[N:4][C:3]=1[NH:23][NH:24][C:25](=O)[CH2:26][CH:27]1[CH2:29][CH2:28]1.CC[N+](S(N=C(OC)[O-])(=O)=O)(CC)CC. The catalyst is C(#N)C.C(OCC)(=O)C.C(=O)([O-])[O-].[Na+].[Na+]. The product is [Cl:1][C:2]1[C:3]2[N:4]([C:25]([CH2:26][CH:27]3[CH2:28][CH2:29]3)=[N:24][N:23]=2)[N:5]=[CH:6][C:7]=1[N:8]1[CH2:13][CH2:12][CH:11]([C:14]2[C:19]([O:20][CH3:21])=[CH:18][CH:17]=[CH:16][C:15]=2[F:22])[CH2:10][CH2:9]1. The yield is 0.00860. (8) The reactants are [C:1]([C:3]1[CH:8]=[CH:7][CH:6]=[CH:5][C:4]=1[C:9]1[CH:14]=[CH:13][C:12]([CH2:15][CH:16]([C:22](=O)[CH2:23][CH2:24][CH3:25])[C:17](OCC)=[O:18])=[CH:11][CH:10]=1)#[N:2].[CH3:27][C:28]1[CH:29]=[N:30][NH:31][C:32]=1[NH:33][CH:34]1[CH2:39][CH2:38][O:37][CH2:36][CH2:35]1.N12CCCN=C1CCCCC2.C(N(CC)C1C=CC=CC=1)C. The catalyst is C(OCC)(=O)C. The product is [CH3:27][C:28]1[CH:29]=[N:30][N:31]2[C:22]([CH2:23][CH2:24][CH3:25])=[C:16]([CH2:15][C:12]3[CH:13]=[CH:14][C:9]([C:4]4[C:3]([C:1]#[N:2])=[CH:8][CH:7]=[CH:6][CH:5]=4)=[CH:10][CH:11]=3)[C:17](=[O:18])[N:33]([CH:34]3[CH2:39][CH2:38][O:37][CH2:36][CH2:35]3)[C:32]=12. The yield is 0.610. (9) The reactants are FC(F)(F)C1C=C(NC(=O)NC2C=CC(C3SC(CCC(O)=O)=NC=3)=CC=2)C=CC=1.[F:31][C:32]1[CH:37]=[C:36]([F:38])[CH:35]=[CH:34][C:33]=1[NH:39][C:40](=[O:60])[NH:41][C:42]1[CH:47]=[CH:46][C:45]([C:48]2[O:52][C:51]([CH2:53][CH2:54][CH2:55][C:56]([O:58]C)=[O:57])=[N:50][N:49]=2)=[CH:44][CH:43]=1. No catalyst specified. The product is [F:31][C:32]1[CH:37]=[C:36]([F:38])[CH:35]=[CH:34][C:33]=1[NH:39][C:40](=[O:60])[NH:41][C:42]1[CH:43]=[CH:44][C:45]([C:48]2[O:52][C:51]([CH2:53][CH2:54][CH2:55][C:56]([OH:58])=[O:57])=[N:50][N:49]=2)=[CH:46][CH:47]=1. The yield is 0.900. (10) The reactants are [CH3:1][N:2]([CH3:33])[C:3]1[CH:29]=[CH:28][C:6]([C:7]([NH:9][C:10]2[C:15]([CH3:16])=[CH:14][C:13]([C:17]([F:26])([C:22]([F:25])([F:24])[F:23])[C:18]([F:21])([F:20])[F:19])=[CH:12][C:11]=2[CH3:27])=[O:8])=[CH:5][C:4]=1[N+:30]([O-])=O.[Sn](Cl)(Cl)(Cl)Cl.Cl. The catalyst is C(O)(C)C. The product is [NH2:30][C:4]1[CH:5]=[C:6]([CH:28]=[CH:29][C:3]=1[N:2]([CH3:33])[CH3:1])[C:7]([NH:9][C:10]1[C:15]([CH3:16])=[CH:14][C:13]([C:17]([F:26])([C:22]([F:23])([F:24])[F:25])[C:18]([F:20])([F:21])[F:19])=[CH:12][C:11]=1[CH3:27])=[O:8]. The yield is 0.960.